This data is from Catalyst prediction with 721,799 reactions and 888 catalyst types from USPTO. The task is: Predict which catalyst facilitates the given reaction. Reactant: C(OC([NH:8][CH:9]1[CH2:12][N:11]([C:13]2[C:23]([C:24]#[N:25])=[CH:22][C:16]([C:17]([O:19][CH2:20][CH3:21])=[O:18])=[C:15]([CH3:26])[N:14]=2)[CH2:10]1)=O)(C)(C)C.[C:27]([OH:33])([C:29]([F:32])([F:31])[F:30])=[O:28]. Product: [F:30][C:29]([F:32])([F:31])[C:27]([OH:33])=[O:28].[F:30][C:29]([F:32])([F:31])[C:27]([OH:33])=[O:28].[NH2:8][CH:9]1[CH2:10][N:11]([C:13]2[C:23]([C:24]#[N:25])=[CH:22][C:16]([C:17]([O:19][CH2:20][CH3:21])=[O:18])=[C:15]([CH3:26])[N:14]=2)[CH2:12]1. The catalyst class is: 2.